This data is from Forward reaction prediction with 1.9M reactions from USPTO patents (1976-2016). The task is: Predict the product of the given reaction. (1) The product is: [C:6]([C:8]1[C:16]2[C:11](=[CH:12][CH:13]=[CH:14][CH:15]=2)[N:10]([C:17]2[CH:18]=[N:19][C:20]3[C:25]([CH:26]=2)=[CH:24][CH:23]=[CH:22][CH:21]=3)[CH:9]=1)([OH:7])=[O:5]. Given the reactants O.[OH-].[Li+].C[O:5][C:6]([C:8]1[C:16]2[C:11](=[CH:12][CH:13]=[CH:14][CH:15]=2)[N:10]([C:17]2[CH:18]=[N:19][C:20]3[C:25]([CH:26]=2)=[CH:24][CH:23]=[CH:22][CH:21]=3)[CH:9]=1)=[O:7], predict the reaction product. (2) Given the reactants Br.[CH2:2]([O:4][C:5](=[O:13])[CH2:6][N:7]1[CH:11]=[CH:10][S:9][C:8]1=[NH:12])[CH3:3].[C:14]12([C:24](O)=[O:25])[CH2:23][CH:18]3[CH2:19][CH:20]([CH2:22][CH:16]([CH2:17]3)[CH2:15]1)[CH2:21]2.F[P-](F)(F)(F)(F)F.N1(OC(N(C)C)=[N+](C)C)C2N=CC=CC=2N=N1.C(N(C(C)C)CC)(C)C, predict the reaction product. The product is: [CH2:2]([O:4][C:5](=[O:13])[CH2:6][N:7]1[CH:11]=[CH:10][S:9]/[C:8]/1=[N:12]\[C:24]([C:14]12[CH2:23][CH:18]3[CH2:17][CH:16]([CH2:22][CH:20]([CH2:19]3)[CH2:21]1)[CH2:15]2)=[O:25])[CH3:3]. (3) Given the reactants [Br:1][C:2]1[CH:3]=[CH:4][C:5]([C:8](=[O:12])[CH:9]([F:11])[F:10])=[N:6][CH:7]=1.[BH4-].[Na+].[NH4+].[Cl-], predict the reaction product. The product is: [Br:1][C:2]1[CH:3]=[CH:4][C:5]([CH:8]([OH:12])[CH:9]([F:10])[F:11])=[N:6][CH:7]=1. (4) Given the reactants [NH2:1][CH:2]1[CH2:7][CH2:6][CH:5]([C:8]([OH:10])=[O:9])[CH2:4][CH2:3]1.[CH3:11]CCCCC.C[Si](C=[N+]=[N-])(C)C, predict the reaction product. The product is: [NH2:1][CH:2]1[CH2:7][CH2:6][CH:5]([C:8]([O:10][CH3:11])=[O:9])[CH2:4][CH2:3]1.